This data is from Catalyst prediction with 721,799 reactions and 888 catalyst types from USPTO. The task is: Predict which catalyst facilitates the given reaction. (1) Product: [CH3:1][O:2][C:3]1[CH:4]=[CH:5][C:6]([C:9]2[O:13][N:12]=[CH:11][C:10]=2[CH2:14][OH:15])=[CH:7][CH:8]=1. Reactant: [CH3:1][O:2][C:3]1[CH:8]=[CH:7][C:6]([C:9]2[O:13][N:12]=[CH:11][C:10]=2[C:14](OCC)=[O:15])=[CH:5][CH:4]=1.[H-].C([Al+]CC(C)C)C(C)C.Cl. The catalyst class is: 7. (2) Reactant: [H-].[Na+].Cl.Cl[C:5]1[CH:15]=[CH:14][C:13]([N+:16]([O-:18])=[O:17])=[CH:12][C:6]=1[CH2:7][NH:8][CH2:9][CH2:10][SH:11]. Product: [N+:16]([C:13]1[CH:14]=[CH:15][C:5]2[S:11][CH2:10][CH2:9][NH:8][CH2:7][C:6]=2[CH:12]=1)([O-:18])=[O:17]. The catalyst class is: 3. (3) Reactant: [NH2:1][C:2]1[CH:7]=[CH:6][C:5]([C:8]2[CH:16]=[C:15]3[C:11]([CH2:12][N:13]([C@@H:18]([CH:23]([CH3:25])[CH3:24])[C:19]([O:21][CH3:22])=[O:20])[C:14]3=[O:17])=[CH:10][CH:9]=2)=[CH:4][CH:3]=1.[C:26]1([C:32]2[S:36][C:35]([C:37](OCC)=[O:38])=[N:34][CH:33]=2)[CH:31]=[CH:30][CH:29]=[CH:28][CH:27]=1.C[Al](C)C. Product: [CH3:24][CH:23]([CH3:25])[C@H:18]([N:13]1[CH2:12][C:11]2[C:15](=[CH:16][C:8]([C:5]3[CH:4]=[CH:3][C:2]([NH:1][C:37]([C:35]4[S:36][C:32]([C:26]5[CH:27]=[CH:28][CH:29]=[CH:30][CH:31]=5)=[CH:33][N:34]=4)=[O:38])=[CH:7][CH:6]=3)=[CH:9][CH:10]=2)[C:14]1=[O:17])[C:19]([O:21][CH3:22])=[O:20]. The catalyst class is: 11. (4) Reactant: CCN(C(C)C)C(C)C.[N:10]1([N:16]2[CH:20]=[C:19]([C:21]([OH:23])=O)[N:18]=[N:17]2)[CH2:15][CH2:14][O:13][CH2:12][CH2:11]1.NN1CCOCC1.C1C=CC2N(O)N=NC=2C=1.CCN=C=NCCCN(C)C.Cl.[NH2:53][CH2:54][C:55]([N:57]1[CH2:62][CH2:61][CH:60]([O:63][C:64]2[CH:69]=[CH:68][CH:67]=[C:66]([C:70]([F:73])([F:72])[F:71])[CH:65]=2)[CH2:59][CH2:58]1)=[O:56]. Product: [O:56]=[C:55]([N:57]1[CH2:58][CH2:59][CH:60]([O:63][C:64]2[CH:69]=[CH:68][CH:67]=[C:66]([C:70]([F:73])([F:71])[F:72])[CH:65]=2)[CH2:61][CH2:62]1)[CH2:54][NH:53][C:21]([C:19]1[N:18]=[N:17][N:16]([N:10]2[CH2:11][CH2:12][O:13][CH2:14][CH2:15]2)[CH:20]=1)=[O:23]. The catalyst class is: 18. (5) Reactant: [CH3:1][C:2]1([CH2:12][C:13]2[C:21]3[C:16](=[CH:17][CH:18]=[CH:19][CH:20]=3)[NH:15][CH:14]=2)[O:6][N:5]=[C:4]([C:7]([O:9]CC)=[O:8])[CH2:3]1.N.[H][H]. Product: [NH2:5][CH:4]([CH2:3][C:2]([OH:6])([CH2:12][C:13]1[C:21]2[C:16](=[CH:17][CH:18]=[CH:19][CH:20]=2)[NH:15][CH:14]=1)[CH3:1])[C:7]([OH:9])=[O:8]. The catalyst class is: 8. (6) Reactant: C([Si](C)(C)[O:6][C:7]1[C:12]2[NH:13][C:14]([CH2:16][CH2:17][CH2:18][N:19]([CH3:42])[CH2:20][CH2:21][C@:22]3([O:36][C:37](=[O:41])[CH:38]([CH3:40])[CH3:39])[CH2:27][C@H:26]4[CH2:28][CH2:29][C@@H:23]3[CH:24]=[C:25]4[C:30]3[CH:35]=[CH:34][CH:33]=[CH:32][CH:31]=3)=[N:15][C:11]=2[CH:10]=[CH:9][CH:8]=1)(C)(C)C. Product: [OH:6][C:7]1[C:12]2[NH:13][C:14]([CH2:16][CH2:17][CH2:18][N:19]([CH3:42])[CH2:20][CH2:21][C@:22]3([O:36][C:37](=[O:41])[CH:38]([CH3:39])[CH3:40])[CH2:27][C@H:26]4[CH2:28][CH2:29][C@@H:23]3[CH:24]=[C:25]4[C:30]3[CH:35]=[CH:34][CH:33]=[CH:32][CH:31]=3)=[N:15][C:11]=2[CH:10]=[CH:9][CH:8]=1. The catalyst class is: 1.